This data is from Catalyst prediction with 721,799 reactions and 888 catalyst types from USPTO. The task is: Predict which catalyst facilitates the given reaction. (1) Reactant: [C:1]([C:4]1([CH3:17])[CH2:9][CH2:8][N:7]([C:10]([O:12][C:13]([CH3:16])([CH3:15])[CH3:14])=[O:11])[CH2:6][CH2:5]1)(=[O:3])[CH3:2].[CH3:18][N:19]([CH:21](OC)OC)[CH3:20]. Product: [CH3:18][N:19]([CH3:21])/[CH:20]=[CH:2]/[C:1]([C:4]1([CH3:17])[CH2:5][CH2:6][N:7]([C:10]([O:12][C:13]([CH3:16])([CH3:15])[CH3:14])=[O:11])[CH2:8][CH2:9]1)=[O:3]. The catalyst class is: 11. (2) Reactant: [F:1][C:2]1[CH:27]=[CH:26][CH:25]=[C:24]([F:28])[C:3]=1[C:4]([NH:6][C:7]1[CH:11]=[CH:10][N:9]([CH2:12][C:13]2[CH:18]=[C:17]([OH:19])[CH:16]=[CH:15][C:14]=2[C:20]([F:23])([F:22])[F:21])[N:8]=1)=[O:5].CC(C)([O-])C.[K+].Br[CH2:36][CH:37]1[CH2:39][CH2:38]1. Product: [CH:37]1([CH2:36][O:19][C:17]2[CH:16]=[CH:15][C:14]([C:20]([F:23])([F:21])[F:22])=[C:13]([CH2:12][N:9]3[CH:10]=[CH:11][C:7]([NH:6][C:4](=[O:5])[C:3]4[C:2]([F:1])=[CH:27][CH:26]=[CH:25][C:24]=4[F:28])=[N:8]3)[CH:18]=2)[CH2:39][CH2:38]1. The catalyst class is: 376. (3) Reactant: [CH2:1]([O:3][C:4](=[O:17])[NH:5][C:6]1[CH:15]=[CH:14][C:13]2[C:8](=[CH:9][CH:10]=[C:11]([Cl:16])[CH:12]=2)[CH:7]=1)[CH3:2].[Cl:18]N1C(=O)CCC1=O.Cl.O. Product: [CH2:1]([O:3][C:4](=[O:17])[NH:5][C:6]1[CH:15]=[CH:14][C:13]2[C:8](=[CH:9][CH:10]=[C:11]([Cl:16])[CH:12]=2)[C:7]=1[Cl:18])[CH3:2]. The catalyst class is: 15. (4) Reactant: CC1C=CC(S(O[CH2:12][C@@H:13]2[CH2:22][CH2:21][C:20]3[C:15](=[CH:16][CH:17]=[C:18]([C@H:23]4[CH2:32][CH2:31][C@@:25]5([NH:29][C:28](=[O:30])[O:27][CH2:26]5)[CH2:24]4)[CH:19]=3)[CH2:14]2)(=O)=O)=CC=1.C(=O)([O-])[O-].[K+].[K+].[C:39]1([N:45]2[C:49]([SH:50])=[N:48][N:47]=[N:46]2)[CH:44]=[CH:43][CH:42]=[CH:41][CH:40]=1. Product: [C:39]1([N:45]2[C:49]([S:50][CH2:12][C@@H:13]3[CH2:22][CH2:21][C:20]4[CH:19]=[C:18]([C@H:23]5[CH2:32][CH2:31][C@@:25]6([NH:29][C:28](=[O:30])[O:27][CH2:26]6)[CH2:24]5)[CH:17]=[CH:16][C:15]=4[CH2:14]3)=[N:48][N:47]=[N:46]2)[CH:40]=[CH:41][CH:42]=[CH:43][CH:44]=1. The catalyst class is: 39. (5) Reactant: C([O:8][N:9]1[C:18]2[C:13](=[CH:14][CH:15]=[CH:16][N:17]=2)[C:12]([C:19]2[CH2:28][CH2:27][C:26]3[C:21](=[CH:22][CH:23]=[CH:24][CH:25]=3)[CH:20]=2)=[CH:11][C:10]1=[O:29])C1C=CC=CC=1. Product: [CH:20]1[C:21]2[C:26](=[CH:25][CH:24]=[CH:23][CH:22]=2)[CH2:27][CH2:28][C:19]=1[C:12]1[C:13]2[C:18](=[N:17][CH:16]=[CH:15][CH:14]=2)[N:9]([OH:8])[C:10](=[O:29])[CH:11]=1. The catalyst class is: 14. (6) Reactant: Cl.[O:2]=[C:3]1[CH2:8][CH2:7][NH:6][CH2:5][CH:4]1[C:9]([O:11][CH3:12])=[O:10].C(N(CC)CC)C.[C:20](OC(=O)C)(=[O:22])[CH3:21]. Product: [C:20]([N:6]1[CH2:7][CH2:8][C:3](=[O:2])[CH:4]([C:9]([O:11][CH3:12])=[O:10])[CH2:5]1)(=[O:22])[CH3:21]. The catalyst class is: 4. (7) Reactant: C([O:4][CH2:5][CH2:6][CH2:7][CH2:8][N:9]1[C:17]2[C:16]([NH:18][C:19]3[CH:24]=[CH:23][C:22]([O:25][C:26]4[CH:31]=[CH:30][CH:29]=[C:28]([C:32]([F:35])([F:34])[F:33])[CH:27]=4)=[C:21]([Cl:36])[CH:20]=3)=[N:15][CH:14]=[N:13][C:12]=2[CH:11]=[CH:10]1)(=O)C.[OH-].[Na+].Cl.O. The catalyst class is: 7. Product: [Cl:36][C:21]1[CH:20]=[C:19]([NH:18][C:16]2[C:17]3[N:9]([CH2:8][CH2:7][CH2:6][CH2:5][OH:4])[CH:10]=[CH:11][C:12]=3[N:13]=[CH:14][N:15]=2)[CH:24]=[CH:23][C:22]=1[O:25][C:26]1[CH:31]=[CH:30][CH:29]=[C:28]([C:32]([F:35])([F:34])[F:33])[CH:27]=1. (8) Reactant: [N:1]([CH2:4][C:5]1[C:6]([C:19]2[CH:24]=[CH:23][CH:22]=[CH:21][CH:20]=2)=[N:7][C:8]2[C:13]([C:14]=1[C:15]([O:17]C)=[O:16])=[CH:12][CH:11]=[CH:10][CH:9]=2)=[N+:2]=[N-:3].O.[OH-].[Li+].Cl. Product: [N:1]([CH2:4][C:5]1[C:6]([C:19]2[CH:24]=[CH:23][CH:22]=[CH:21][CH:20]=2)=[N:7][C:8]2[C:13]([C:14]=1[C:15]([OH:17])=[O:16])=[CH:12][CH:11]=[CH:10][CH:9]=2)=[N+:2]=[N-:3]. The catalyst class is: 24. (9) Reactant: [CH2:1]([C:3]1[C:4]([OH:25])=[C:5]([C:21]([O:23]C)=[O:22])[C:6](=[O:20])[NH:7][C:8]=1[C:9]1[C:10]([OH:19])=[C:11]2[C:15](=[CH:16][CH:17]=1)[N:14]([CH3:18])[CH:13]=[CH:12]2)[CH3:2].[Li+].[I-].Cl. Product: [CH2:1]([C:3]1[C:4]([OH:25])=[C:5]([C:21]([OH:23])=[O:22])[C:6](=[O:20])[NH:7][C:8]=1[C:9]1[C:10]([OH:19])=[C:11]2[C:15](=[CH:16][CH:17]=1)[N:14]([CH3:18])[CH:13]=[CH:12]2)[CH3:2]. The catalyst class is: 25.